Dataset: Full USPTO retrosynthesis dataset with 1.9M reactions from patents (1976-2016). Task: Predict the reactants needed to synthesize the given product. (1) Given the product [CH2:1]([O:4][C:5]1[CH:53]=[CH:52][CH:51]=[CH:50][C:6]=1[C:7]([C:9]1[CH:18]=[C:17]([C:19]([O:21][CH3:22])=[O:20])[C:16]2([C:23]([O:25][CH3:26])=[O:24])[N:11]([CH2:12][CH2:13][C:14]3[C:33]4[C:28](=[CH:29][CH:30]=[C:31]([O:34][CH2:35][C:36]([NH:37][CH2:38][CH2:39][CH2:40][CH2:41][NH2:42])=[O:49])[CH:32]=4)[NH:27][C:15]=32)[CH:10]=1)=[O:8])[CH:2]=[CH2:3], predict the reactants needed to synthesize it. The reactants are: [CH2:1]([O:4][C:5]1[CH:53]=[CH:52][CH:51]=[CH:50][C:6]=1[C:7]([C:9]1[CH:18]=[C:17]([C:19]([O:21][CH3:22])=[O:20])[C:16]2([C:23]([O:25][CH3:26])=[O:24])[N:11]([CH2:12][CH2:13][C:14]3[C:33]4[C:28](=[CH:29][CH:30]=[C:31]([O:34][CH2:35][C:36](=[O:49])[NH:37][CH2:38][CH2:39][CH2:40][CH2:41][NH:42]C(=O)C(C)(C)C)[CH:32]=4)[NH:27][C:15]=32)[CH:10]=1)=[O:8])[CH:2]=[CH2:3].C1(C)C=CC=CC=1.C(Cl)(Cl)Cl.CO. (2) Given the product [F:15][C:14]1[CH:13]=[CH:12][C:11]([C:16]2[N:20]([CH3:21])[N:19]=[CH:18][CH:17]=2)=[CH:10][C:9]=1[OH:8], predict the reactants needed to synthesize it. The reactants are: C([O:8][C:9]1[CH:10]=[C:11]([C:16]2[N:20]([CH3:21])[N:19]=[CH:18][CH:17]=2)[CH:12]=[CH:13][C:14]=1[F:15])C1C=CC=CC=1. (3) Given the product [Cl:34][C:35]1[C:36]2[CH:46]=[CH:45][CH:44]=[CH:43][C:37]=2[S:38][C:39]=1[C:40]([N:7]([CH2:6][C:5]1[CH:23]=[C:24]([C:27]2[CH:28]=[N:29][C:30]([CH3:33])=[CH:31][CH:32]=2)[CH:25]=[CH:26][C:4]=1[O:3][CH2:1][CH3:2])[CH:8]1[CH2:13][CH2:12][CH:11]([N:14]([CH3:22])[C:15](=[O:21])[O:16][C:17]([CH3:19])([CH3:20])[CH3:18])[CH2:10][CH2:9]1)=[O:41], predict the reactants needed to synthesize it. The reactants are: [CH2:1]([O:3][C:4]1[CH:26]=[CH:25][C:24]([C:27]2[CH:28]=[N:29][C:30]([CH3:33])=[CH:31][CH:32]=2)=[CH:23][C:5]=1[CH2:6][NH:7][CH:8]1[CH2:13][CH2:12][CH:11]([N:14]([CH3:22])[C:15](=[O:21])[O:16][C:17]([CH3:20])([CH3:19])[CH3:18])[CH2:10][CH2:9]1)[CH3:2].[Cl:34][C:35]1[C:36]2[CH:46]=[CH:45][CH:44]=[CH:43][C:37]=2[S:38][C:39]=1[C:40](Cl)=[O:41]. (4) Given the product [Cl:1][C:2]1[CH:3]=[C:4]([CH:5]=[CH:6][C:7]=1[CH:8]([CH3:22])[C:9]([C:15]1[CH:20]=[CH:19][N:18]=[C:17]([Cl:21])[CH:16]=1)([OH:14])[C:10]([F:13])([F:12])[F:11])[O:23][S:32]([C:35]1[CH:36]=[CH:37][C:38]([C:39]([OH:41])=[O:40])=[CH:42][CH:43]=1)(=[O:34])=[O:33], predict the reactants needed to synthesize it. The reactants are: [Cl:1][C:2]1[CH:3]=[C:4]([OH:23])[CH:5]=[CH:6][C:7]=1[CH:8]([CH3:22])[C:9]([C:15]1[CH:20]=[CH:19][N:18]=[C:17]([Cl:21])[CH:16]=1)([OH:14])[C:10]([F:13])([F:12])[F:11].C(N(CC)CC)C.Cl[S:32]([C:35]1[CH:43]=[CH:42][C:38]([C:39]([OH:41])=[O:40])=[CH:37][CH:36]=1)(=[O:34])=[O:33].